From a dataset of Catalyst prediction with 721,799 reactions and 888 catalyst types from USPTO. Predict which catalyst facilitates the given reaction. Reactant: Cl.[N:2]1[CH:7]=[CH:6][C:5]([CH2:8][SH:9])=[CH:4][CH:3]=1.C(=O)([O-])[O-].[K+].[K+].Cl[C:17]1[C:22]([C:23]([NH:25][C:26]2[CH:31]=[CH:30][C:29]([S:32]([C:35]([F:38])([F:37])[F:36])(=[O:34])=[O:33])=[CH:28][CH:27]=2)=[O:24])=[CH:21][CH:20]=[CH:19][N:18]=1. Product: [N:2]1[CH:7]=[CH:6][C:5]([CH2:8][S:9][C:17]2[C:22]([C:23]([NH:25][C:26]3[CH:27]=[CH:28][C:29]([S:32]([C:35]([F:38])([F:36])[F:37])(=[O:34])=[O:33])=[CH:30][CH:31]=3)=[O:24])=[CH:21][CH:20]=[CH:19][N:18]=2)=[CH:4][CH:3]=1. The catalyst class is: 162.